Predict the reaction yield, written as a fraction of the theoretical maximum amount of product (1.0 means a 100% yield; for example, 0.34 means a 34% yield). From a dataset of Reaction yield outcomes from USPTO patents with 853,638 reactions. The reactants are C[O:2][C:3](=[O:28])[C:4]([NH:9][C:10]([C:12]1[CH:17]=[CH:16][C:15]([CH:18]2[CH2:20][CH2:19]2)=[C:14]([O:21][CH2:22][CH:23]2[CH2:27][CH2:26][CH2:25][O:24]2)[N:13]=1)=[O:11])([CH2:7][CH3:8])[CH2:5][CH3:6].O.[OH-].[Li+].[OH-].[Na+]. The catalyst is C1COCC1.O. The product is [CH:18]1([C:15]2[CH:16]=[CH:17][C:12]([C:10]([NH:9][C:4]([CH2:7][CH3:8])([CH2:5][CH3:6])[C:3]([OH:28])=[O:2])=[O:11])=[N:13][C:14]=2[O:21][CH2:22][CH:23]2[CH2:27][CH2:26][CH2:25][O:24]2)[CH2:20][CH2:19]1. The yield is 0.850.